This data is from Full USPTO retrosynthesis dataset with 1.9M reactions from patents (1976-2016). The task is: Predict the reactants needed to synthesize the given product. (1) Given the product [Cl:1][C:2]1[C:3]([CH:12]([CH2:15][CH3:16])[CH2:13][NH:14][C:21](=[O:22])[C:20]2[CH:24]=[CH:25][CH:26]=[CH:27][C:19]=2[C:18]([F:17])([F:28])[F:29])=[N:4][CH:5]=[C:6]([C:8]([F:11])([F:9])[F:10])[CH:7]=1, predict the reactants needed to synthesize it. The reactants are: [Cl:1][C:2]1[C:3]([CH:12]([CH2:15][CH3:16])[CH2:13][NH2:14])=[N:4][CH:5]=[C:6]([C:8]([F:11])([F:10])[F:9])[CH:7]=1.[F:17][C:18]([F:29])([F:28])[C:19]1[CH:27]=[CH:26][CH:25]=[CH:24][C:20]=1[C:21](O)=[O:22].O.[Cl-].COC1N=C(OC)N=C([N+]2(C)CCOCC2)N=1. (2) Given the product [F:1][C:2]1[C:3]2[CH2:14][CH2:13][C:12](=[CH:15][CH2:16][NH2:17])[C:4]=2[C:5]2[C:9]([CH:10]=1)=[N:8][N:7]([CH3:11])[CH:6]=2, predict the reactants needed to synthesize it. The reactants are: [F:1][C:2]1[C:3]2[CH2:14][CH2:13][C:12](=[CH:15][C:16]#[N:17])[C:4]=2[C:5]2[C:9]([CH:10]=1)=[N:8][N:7]([CH3:11])[CH:6]=2.N.CO. (3) Given the product [Cl:3][C:4]1[C:12]2[NH:11][N:10]=[CH:9][C:8]=2[C:7]2[CH2:13][N:14]([CH2:23][C:24]3[CH:25]=[CH:26][N:27]=[CH:28][CH:29]=3)[C:15](=[O:22])[C@H:16]([CH2:18][C:19]([N:46]3[CH2:45][CH2:44][CH:43]([N:38]4[CH2:37][C:36]5[C:41](=[C:32]([F:31])[CH:33]=[CH:34][CH:35]=5)[NH:40][C:39]4=[O:42])[CH2:48][CH2:47]3)=[O:20])[CH2:17][C:6]=2[CH:5]=1, predict the reactants needed to synthesize it. The reactants are: Cl.Cl.[Cl:3][C:4]1[C:12]2[NH:11][N:10]=[CH:9][C:8]=2[C:7]2[CH2:13][N:14]([CH2:23][C:24]3[CH:29]=[CH:28][N:27]=[CH:26][CH:25]=3)[C:15](=[O:22])[C@H:16]([CH2:18][C:19](O)=[O:20])[CH2:17][C:6]=2[CH:5]=1.Cl.[F:31][C:32]1[CH:33]=[CH:34][CH:35]=[C:36]2[C:41]=1[NH:40][C:39](=[O:42])[N:38]([CH:43]1[CH2:48][CH2:47][NH:46][CH2:45][CH2:44]1)[CH2:37]2.ClC1C2NN=CC=2C2CN(CC(C)(C)C)C(=O)[C@H](CC(=O)N3CCC(N4CC5C(=CC=CC=5)NC4=O)CC3)CC=2C=1.